From a dataset of Catalyst prediction with 721,799 reactions and 888 catalyst types from USPTO. Predict which catalyst facilitates the given reaction. (1) Reactant: [CH3:1][S:2](Cl)(=[O:4])=[O:3].[NH2:6][CH:7]1[C:13]2[CH:14]=[CH:15][CH:16]=[CH:17][C:12]=2[O:11][CH2:10][CH2:9][CH2:8]1.C(N(CC)CC)C.O. The catalyst class is: 1. Product: [CH3:1][S:2]([NH:6][CH:7]1[C:13]2[CH:14]=[CH:15][CH:16]=[CH:17][C:12]=2[O:11][CH2:10][CH2:9][CH2:8]1)(=[O:4])=[O:3]. (2) Reactant: C([Si](C)(C)[O:6][C:7]1[C:11]([CH2:12][C:13]2[CH:18]=[CH:17][C:16]([O:19][CH3:20])=[CH:15][C:14]=2[F:21])=[C:10]([C:22]([F:25])([F:24])[F:23])[N:9]([CH:26]([CH3:28])[CH3:27])[N:8]=1)(C)(C)C.Cl.CO.C1COCC1. Product: [F:21][C:14]1[CH:15]=[C:16]([O:19][CH3:20])[CH:17]=[CH:18][C:13]=1[CH2:12][C:11]1[C:7]([OH:6])=[N:8][N:9]([CH:26]([CH3:28])[CH3:27])[C:10]=1[C:22]([F:25])([F:23])[F:24]. The catalyst class is: 25. (3) Reactant: C[O:2][C:3]([C:5]1[O:6][C:7]([S:10]([CH3:13])(=[O:12])=[O:11])=[CH:8][CH:9]=1)=[O:4].[OH-].[Na+]. Product: [CH3:13][S:10]([C:7]1[O:6][C:5]([C:3]([OH:4])=[O:2])=[CH:9][CH:8]=1)(=[O:12])=[O:11]. The catalyst class is: 14. (4) Reactant: [Mg].BrC(Br)C.Br[C:7]1[CH:12]=[CH:11][C:10]([CH2:13][CH3:14])=[CH:9][CH:8]=1.[CH2:15]([Sn:19](Cl)([CH2:24][CH2:25][CH2:26][CH3:27])[CH2:20][CH2:21][CH2:22][CH3:23])[CH2:16][CH2:17][CH3:18].[F-].[K+]. Product: [CH2:24]([Sn:19]([CH2:15][CH2:16][CH2:17][CH3:18])([CH2:20][CH2:21][CH2:22][CH3:23])[C:7]1[CH:12]=[CH:11][C:10]([CH2:13][CH3:14])=[CH:9][CH:8]=1)[CH2:25][CH2:26][CH3:27]. The catalyst class is: 54. (5) Reactant: F[C:2]1[CH:11]=[CH:10][C:5]([C:6]([O:8][CH3:9])=[O:7])=[CH:4][CH:3]=1.[CH3:12][C@@H:13]1[CH2:18][NH:17][CH2:16][CH2:15][NH:14]1. Product: [CH3:12][C@H:13]1[NH:14][CH2:15][CH2:16][N:17]([C:2]2[CH:11]=[CH:10][C:5]([C:6]([O:8][CH3:9])=[O:7])=[CH:4][CH:3]=2)[CH2:18]1. The catalyst class is: 44.